Dataset: Catalyst prediction with 721,799 reactions and 888 catalyst types from USPTO. Task: Predict which catalyst facilitates the given reaction. (1) Reactant: [C:1]([O:5][C:6]([N:8]1[CH2:13][CH2:12][CH:11]([C:14]2[N:15]([CH2:20][CH2:21][O:22]C3CCCCO3)[CH:16]=[C:17]([Br:19])[N:18]=2)[CH2:10][CH2:9]1)=[O:7])([CH3:4])([CH3:3])[CH3:2].C1(C)C=CC(S(O)(=O)=O)=CC=1. Product: [C:1]([O:5][C:6]([N:8]1[CH2:13][CH2:12][CH:11]([C:14]2[N:15]([CH2:20][CH2:21][OH:22])[CH:16]=[C:17]([Br:19])[N:18]=2)[CH2:10][CH2:9]1)=[O:7])([CH3:4])([CH3:3])[CH3:2]. The catalyst class is: 5. (2) Reactant: [OH:1][CH:2]=[CH:3][CH2:4][C:5]1[CH:10]=[CH:9][N:8]=[CH:7][CH:6]=1.S(Cl)(Cl)=O.[Cl:15][C:16]1[CH:35]=[CH:34][C:19]([NH:20][C:21]2[C:30]3[C:25](=[CH:26][C:27](O)=[C:28]([O:31][CH3:32])[CH:29]=3)[N:24]=[CH:23][N:22]=2)=[C:18]([F:36])[CH:17]=1.C(=O)([O-])[O-].[K+].[K+]. Product: [Cl:15][C:16]1[CH:35]=[CH:34][C:19]([NH:20][C:21]2[C:30]3[C:25](=[CH:26][C:27]([O:1][CH2:2][CH:3]=[CH:4][C:5]4[CH:10]=[CH:9][N:8]=[CH:7][CH:6]=4)=[C:28]([O:31][CH3:32])[CH:29]=3)[N:24]=[CH:23][N:22]=2)=[C:18]([F:36])[CH:17]=1. The catalyst class is: 588. (3) Reactant: Cl[C:2]1[C:7]([CH3:8])=[C:6]([Cl:9])[N:5]=[CH:4][N:3]=1.[OH:10][CH:11]1[CH2:16][CH2:15][N:14]([C:17]([O:19][CH:20]([CH3:22])[CH3:21])=[O:18])[CH2:13][CH2:12]1.CC(C)([O-])C.[K+]. Product: [Cl:9][C:6]1[N:5]=[CH:4][N:3]=[C:2]([O:10][CH:11]2[CH2:12][CH2:13][N:14]([C:17]([O:19][CH:20]([CH3:22])[CH3:21])=[O:18])[CH2:15][CH2:16]2)[C:7]=1[CH3:8]. The catalyst class is: 7. (4) Reactant: [F:1][C:2]1[CH:7]=[CH:6][C:5]([N:8]=[C:9]=S)=[CH:4][CH:3]=1.[C:11]([O:15][C:16]([C:18]1[CH:23]=[C:22]([O:24][C:25]2[CH:30]=[CH:29][C:28]([NH:31][CH3:32])=[C:27]([NH2:33])[CH:26]=2)[CH:21]=[CH:20][N:19]=1)=[O:17])([CH3:14])([CH3:13])[CH3:12]. Product: [C:11]([O:15][C:16]([C:18]1[CH:23]=[C:22]([O:24][C:25]2[CH:30]=[CH:29][C:28]3[N:31]([CH3:32])[C:9]([NH:8][C:5]4[CH:6]=[CH:7][C:2]([F:1])=[CH:3][CH:4]=4)=[N:33][C:27]=3[CH:26]=2)[CH:21]=[CH:20][N:19]=1)=[O:17])([CH3:14])([CH3:12])[CH3:13]. The catalyst class is: 5. (5) Reactant: [CH2:1]([C:3]1[CH:8]=[C:7]([C:9]([F:21])([C:17]([F:20])([F:19])[F:18])[C:10]([F:16])([F:15])[C:11]([F:14])([F:13])[F:12])[CH:6]=[C:5]([CH3:22])[C:4]=1[NH:23][C:24](=[O:35])[C:25]1[CH:30]=[CH:29][CH:28]=[C:27]([N+:31]([O-:33])=[O:32])[C:26]=1F)[CH3:2].[C:36](=O)([O-])[O-:37].[K+].[K+]. Product: [CH2:1]([C:3]1[CH:8]=[C:7]([C:9]([F:21])([C:17]([F:20])([F:19])[F:18])[C:10]([F:16])([F:15])[C:11]([F:12])([F:13])[F:14])[CH:6]=[C:5]([CH3:22])[C:4]=1[NH:23][C:24](=[O:35])[C:25]1[CH:30]=[CH:29][CH:28]=[C:27]([N+:31]([O-:33])=[O:32])[C:26]=1[O:37][CH3:36])[CH3:2]. The catalyst class is: 5. (6) Reactant: Cl[C:2]1[C:7]2[S:8][C:9]([C:11]3[C:16]([N+]([O-])=O)=[CH:15][CH:14]=[CH:13][C:12]=3[Cl:20])=[N:10][C:6]=2[CH:5]=[CH:4][N:3]=1.ClC1C=CC=C([N+]([O-])=O)C=1[C:24](NC1C=CN=C(Cl)C=1F)=[O:25].[NH2:42][C:43]([NH2:45])=S.[N:46]1[CH:51]=CC=[CH:48][CH:47]=1.CC[N:54]([CH2:57]C)CC. Product: [Cl:20][C:12]1[C:11]([C:9]2[S:8][C:7]3[C:2]([NH:42][C:43]4[CH:48]=[C:47]([CH2:24][OH:25])[N:46]=[CH:51][N:45]=4)=[N:3][CH:4]=[CH:5][C:6]=3[N:10]=2)=[C:16]([CH:15]=[CH:14][CH:13]=1)[C:57]#[N:54]. The catalyst class is: 32.